This data is from Forward reaction prediction with 1.9M reactions from USPTO patents (1976-2016). The task is: Predict the product of the given reaction. Given the reactants C1C=CC(P(C2C=CC=CC=2)C2C=CC=CC=2)=CC=1.N1C=CN=C1.[I:25]I.[C:27]1([CH2:33][O:34][C:35](=[O:48])[C@@H:36]([NH:40][C:41]([O:43][C:44]([CH3:47])([CH3:46])[CH3:45])=[O:42])[CH2:37][CH2:38]O)[CH:32]=[CH:31][CH:30]=[CH:29][CH:28]=1, predict the reaction product. The product is: [C:27]1([CH2:33][O:34][C:35](=[O:48])[C@@H:36]([NH:40][C:41]([O:43][C:44]([CH3:47])([CH3:46])[CH3:45])=[O:42])[CH2:37][CH2:38][I:25])[CH:32]=[CH:31][CH:30]=[CH:29][CH:28]=1.